From a dataset of Full USPTO retrosynthesis dataset with 1.9M reactions from patents (1976-2016). Predict the reactants needed to synthesize the given product. (1) Given the product [CH3:1][O:2][C:3]1[CH:4]=[C:5]2[C:10](=[CH:11][C:12]=1[O:13][CH3:14])[N:9]=[CH:8][CH:7]=[C:6]2[O:15][C:16]1[C:22]([CH3:23])=[CH:21][C:19]([NH:20][C:29](=[O:35])[O:28][C:26]2[CH:41]=[CH:42][CH:37]=[CH:38][CH:39]=2)=[C:18]([CH3:24])[CH:17]=1, predict the reactants needed to synthesize it. The reactants are: [CH3:1][O:2][C:3]1[CH:4]=[C:5]2[C:10](=[CH:11][C:12]=1[O:13][CH3:14])[N:9]=[CH:8][CH:7]=[C:6]2[O:15][C:16]1[C:22]([CH3:23])=[CH:21][C:19]([NH2:20])=[C:18]([CH3:24])[CH:17]=1.Cl[C:26](Cl)([O:28][C:29](=[O:35])OC(Cl)(Cl)Cl)Cl.[C:37]1(O)[CH:42]=[CH:41]C=[CH:39][CH:38]=1.C(=O)(O)[O-].[Na+]. (2) Given the product [CH3:13][S:11]([C:2]1[CH:3]=[CH:4][C:5]([C:8]#[N:9])=[N:6][CH:7]=1)(=[O:14])=[O:12], predict the reactants needed to synthesize it. The reactants are: Br[C:2]1[CH:3]=[CH:4][C:5]([C:8]#[N:9])=[N:6][CH:7]=1.C[S:11]([CH3:13])=[O:12].[OH2:14]. (3) Given the product [CH3:1][O:2][C:3]1[CH:4]=[C:5]([NH:13][C:14]2[CH:19]=[N:18][CH:17]=[C:16]([C:25]3[CH:26]=[CH:27][C:22]([Cl:21])=[CH:23][CH:24]=3)[N:15]=2)[CH:6]=[C:7]([O:11][CH3:12])[C:8]=1[O:9][CH3:10], predict the reactants needed to synthesize it. The reactants are: [CH3:1][O:2][C:3]1[CH:4]=[C:5]([NH:13][C:14]2[CH:19]=[N:18][CH:17]=[C:16](Cl)[N:15]=2)[CH:6]=[C:7]([O:11][CH3:12])[C:8]=1[O:9][CH3:10].[Cl:21][C:22]1[CH:27]=[CH:26][C:25](B(O)O)=[CH:24][CH:23]=1. (4) Given the product [CH2:23]([O:22][C:7]1[CH:8]=[CH:9][C:10]2[C:11]3[N:12]([CH2:13][C:14]([NH:17][S:18]([CH3:21])(=[O:19])=[O:20])([CH3:16])[CH3:15])[C:35]([CH2:36][O:54][CH2:55][CH3:56])=[N:1][C:2]=3[CH:3]=[N:4][C:5]=2[CH:6]=1)[C:24]1[CH:25]=[CH:26][CH:27]=[CH:28][CH:29]=1, predict the reactants needed to synthesize it. The reactants are: [NH2:1][C:2]1[CH:3]=[N:4][C:5]2[C:10]([C:11]=1[NH:12][CH2:13][C:14]([NH:17][S:18]([CH3:21])(=[O:20])=[O:19])([CH3:16])[CH3:15])=[CH:9][CH:8]=[C:7]([O:22][CH2:23][C:24]1[CH:29]=[CH:28][CH:27]=[CH:26][CH:25]=1)[CH:6]=2.NC1C=NC2C(C=1NCCCCNC(=O)OC(C)(C)C)=CC=[C:36]([O:54][CH2:55][C:56]1C=CC=CC=1)[CH:35]=2.C(OCC(Cl)=O)C.COCCC(Cl)=O.